The task is: Predict which catalyst facilitates the given reaction.. This data is from Catalyst prediction with 721,799 reactions and 888 catalyst types from USPTO. Reactant: Br[C:2]1[CH:3]=[CH:4][C:5]([Cl:25])=[C:6]([CH:24]=1)[C:7]([NH:9][C:10]1[N:14]([C:15]2[CH:20]=[CH:19][CH:18]=[CH:17][CH:16]=2)[N:13]=[C:12]([C:21]([NH2:23])=[O:22])[CH:11]=1)=[O:8].[CH3:26][C:27]1([CH3:43])[C:31]([CH3:33])([CH3:32])[O:30][B:29]([B:29]2[O:30][C:31]([CH3:33])([CH3:32])[C:27]([CH3:43])([CH3:26])[O:28]2)[O:28]1.C([O-])(=O)C.[K+]. Product: [Cl:25][C:5]1[CH:4]=[CH:3][C:2]([B:29]2[O:30][C:31]([CH3:33])([CH3:32])[C:27]([CH3:43])([CH3:26])[O:28]2)=[CH:24][C:6]=1[C:7]([NH:9][C:10]1[N:14]([C:15]2[CH:20]=[CH:19][CH:18]=[CH:17][CH:16]=2)[N:13]=[C:12]([C:21]([NH2:23])=[O:22])[CH:11]=1)=[O:8]. The catalyst class is: 75.